Dataset: NCI-60 drug combinations with 297,098 pairs across 59 cell lines. Task: Regression. Given two drug SMILES strings and cell line genomic features, predict the synergy score measuring deviation from expected non-interaction effect. Drug 1: C1=CC=C(C=C1)NC(=O)CCCCCCC(=O)NO. Drug 2: CC1=C(C(=O)C2=C(C1=O)N3CC4C(C3(C2COC(=O)N)OC)N4)N. Cell line: UO-31. Synergy scores: CSS=7.10, Synergy_ZIP=-1.35, Synergy_Bliss=2.29, Synergy_Loewe=-4.05, Synergy_HSA=-2.77.